Dataset: Tox21: 12 toxicity assays (nuclear receptors and stress response pathways). Task: Binary classification across 12 toxicity assays. (1) The compound is Cc1c2ccccc2c(C)c2c1ccc1ccccc12. It tested positive (active) for: NR-AhR (Aryl hydrocarbon Receptor agonist activity), NR-Aromatase (Aromatase enzyme inhibition), NR-ER (Estrogen Receptor agonist activity), NR-PPAR-gamma (PPAR-gamma nuclear receptor agonist), SR-ARE (Antioxidant Response Element (oxidative stress)), SR-HSE (Heat Shock Element response), and SR-p53 (p53 tumor suppressor activation). (2) The molecule is Brc1ccc(Oc2cc(Br)c(Br)cc2Br)c(Br)c1. It tested positive (active) for: NR-AhR (Aryl hydrocarbon Receptor agonist activity), NR-ER (Estrogen Receptor agonist activity), and SR-MMP (Mitochondrial Membrane Potential disruption). (3) The molecule is CCCCc1nc2cccnc2n1Cc1ccc(-c2ccccc2-c2nnn[n-]2)cc1. It tested positive (active) for: NR-PPAR-gamma (PPAR-gamma nuclear receptor agonist). (4) The compound is CCCCCCCCS(=O)(=O)Cl. It tested positive (active) for: SR-ARE (Antioxidant Response Element (oxidative stress)). (5) The molecule is C[C@H](CCC(=O)O)[C@H]1CC[C@H]2[C@@H]3CC[C@@H]4C[C@H](O)CC[C@]4(C)[C@H]3CC[C@@]21C. It tested positive (active) for: SR-ARE (Antioxidant Response Element (oxidative stress)), and SR-MMP (Mitochondrial Membrane Potential disruption).